This data is from NCI-60 drug combinations with 297,098 pairs across 59 cell lines. The task is: Regression. Given two drug SMILES strings and cell line genomic features, predict the synergy score measuring deviation from expected non-interaction effect. (1) Drug 1: C1=CN(C=N1)CC(O)(P(=O)(O)O)P(=O)(O)O. Drug 2: CS(=O)(=O)OCCCCOS(=O)(=O)C. Cell line: NCIH23. Synergy scores: CSS=9.51, Synergy_ZIP=-7.37, Synergy_Bliss=-7.86, Synergy_Loewe=-1.76, Synergy_HSA=-2.04. (2) Synergy scores: CSS=72.6, Synergy_ZIP=7.63, Synergy_Bliss=8.28, Synergy_Loewe=5.28, Synergy_HSA=8.98. Drug 1: C1CN1P(=S)(N2CC2)N3CC3. Drug 2: C1C(C(OC1N2C=C(C(=O)NC2=O)F)CO)O. Cell line: CCRF-CEM. (3) Drug 1: C1=C(C(=O)NC(=O)N1)F. Drug 2: C1=CC=C(C(=C1)C(C2=CC=C(C=C2)Cl)C(Cl)Cl)Cl. Cell line: NCI-H322M. Synergy scores: CSS=36.3, Synergy_ZIP=7.04, Synergy_Bliss=9.21, Synergy_Loewe=4.28, Synergy_HSA=8.94. (4) Drug 1: C#CCC(CC1=CN=C2C(=N1)C(=NC(=N2)N)N)C3=CC=C(C=C3)C(=O)NC(CCC(=O)O)C(=O)O. Drug 2: CN(CC1=CN=C2C(=N1)C(=NC(=N2)N)N)C3=CC=C(C=C3)C(=O)NC(CCC(=O)O)C(=O)O. Cell line: 786-0. Synergy scores: CSS=67.9, Synergy_ZIP=-0.676, Synergy_Bliss=-3.52, Synergy_Loewe=-5.23, Synergy_HSA=-1.22. (5) Drug 1: COC1=C(C=C2C(=C1)N=CN=C2NC3=CC(=C(C=C3)F)Cl)OCCCN4CCOCC4. Drug 2: C1=NC2=C(N1)C(=S)N=CN2. Cell line: HCT-15. Synergy scores: CSS=50.1, Synergy_ZIP=-7.52, Synergy_Bliss=-2.64, Synergy_Loewe=-1.87, Synergy_HSA=1.20. (6) Drug 1: CC=C1C(=O)NC(C(=O)OC2CC(=O)NC(C(=O)NC(CSSCCC=C2)C(=O)N1)C(C)C)C(C)C. Drug 2: C1C(C(OC1N2C=NC(=NC2=O)N)CO)O. Cell line: OVCAR-8. Synergy scores: CSS=60.0, Synergy_ZIP=1.47, Synergy_Bliss=1.10, Synergy_Loewe=-3.16, Synergy_HSA=4.08. (7) Drug 1: CC1C(C(CC(O1)OC2CC(CC3=C2C(=C4C(=C3O)C(=O)C5=C(C4=O)C(=CC=C5)OC)O)(C(=O)C)O)N)O.Cl. Drug 2: CS(=O)(=O)CCNCC1=CC=C(O1)C2=CC3=C(C=C2)N=CN=C3NC4=CC(=C(C=C4)OCC5=CC(=CC=C5)F)Cl. Cell line: SF-268. Synergy scores: CSS=20.8, Synergy_ZIP=3.59, Synergy_Bliss=9.52, Synergy_Loewe=5.98, Synergy_HSA=6.25.